Dataset: Full USPTO retrosynthesis dataset with 1.9M reactions from patents (1976-2016). Task: Predict the reactants needed to synthesize the given product. (1) Given the product [Br:1][C:2]1[CH:7]=[CH:6][C:5]([O:8][CH3:9])=[CH:4][C:3]=1[CH2:10][CH:4]([CH3:3])[C:5]([OH:8])=[O:12], predict the reactants needed to synthesize it. The reactants are: [Br:1][C:2]1[CH:7]=[CH:6][C:5]([O:8][CH3:9])=[CH:4][C:3]=1[CH2:10]Br.[OH-:12].[K+]. (2) Given the product [CH3:1][C:2]1[N:3]([C:8]2[N:13]=[C:12]([NH:14][C:23](=[O:24])[O:25][C:26]3[CH:31]=[CH:30][CH:29]=[CH:28][CH:27]=3)[CH:11]=[CH:10][CH:9]=2)[C:4]([CH3:7])=[CH:5][CH:6]=1, predict the reactants needed to synthesize it. The reactants are: [CH3:1][C:2]1[N:3]([C:8]2[N:13]=[C:12]([NH2:14])[CH:11]=[CH:10][CH:9]=2)[C:4]([CH3:7])=[CH:5][CH:6]=1.C(N(CC)CC)C.Cl[C:23]([O:25][C:26]1[CH:31]=[CH:30][CH:29]=[CH:28][CH:27]=1)=[O:24].O. (3) Given the product [NH2:1][C:4]1[CH:5]=[C:6]2[C:10](=[CH:11][CH:12]=1)[NH:9][N:8]=[C:7]2[C:13]1[CH2:18][CH2:17][N:16]([C:19]([O:21][C:22]([CH3:25])([CH3:24])[CH3:23])=[O:20])[CH2:15][CH:14]=1, predict the reactants needed to synthesize it. The reactants are: [N+:1]([C:4]1[CH:5]=[C:6]2[C:10](=[CH:11][CH:12]=1)[NH:9][N:8]=[C:7]2[C:13]1[CH2:18][CH2:17][N:16]([C:19]([O:21][C:22]([CH3:25])([CH3:24])[CH3:23])=[O:20])[CH2:15][CH:14]=1)([O-])=O.[Cl-].[NH4+]. (4) Given the product [F:25][C:19]1[CH:20]=[C:21]([F:24])[CH:22]=[CH:23][C:18]=1[O:17][C:14]1[CH:15]=[C:16]2[C:11](=[CH:12][C:13]=1[C:26]([NH:34][C@H:35]1[CH2:40][CH2:39][CH2:38][NH:37][C:36]1=[O:41])=[O:27])[N:10]([CH2:29][C:30]([F:33])([CH3:31])[CH3:32])[N:9]=[CH:8]2, predict the reactants needed to synthesize it. The reactants are: O=C1CCC(=O)N1[C:8]1[C:16]2[C:11](=[CH:12][C:13]([C:26]([O-])=[O:27])=[C:14]([O:17][C:18]3[CH:23]=[CH:22][C:21]([F:24])=[CH:20][C:19]=3[F:25])[CH:15]=2)[N:10]([CH2:29][C:30]([F:33])([CH3:32])[CH3:31])[N:9]=1.[NH2:34][C@H:35]1[CH2:40][CH2:39][CH2:38][NH:37][C:36]1=[O:41]. (5) Given the product [CH3:26][O:27][C:28]1[CH:29]=[C:30]([C:2]2[C:3]3[O:12][C:11]([CH2:13][N:14]4[CH2:19][CH2:18][O:17][CH2:16][CH2:15]4)=[CH:10][C:4]=3[C:5](=[O:9])[N:6]([CH3:8])[CH:7]=2)[CH:31]=[CH:32][C:33]=1[O:34][CH3:35], predict the reactants needed to synthesize it. The reactants are: Br[C:2]1[C:3]2[O:12][C:11]([CH2:13][N:14]3[CH2:19][CH2:18][O:17][CH2:16][CH2:15]3)=[CH:10][C:4]=2[C:5](=[O:9])[N:6]([CH3:8])[CH:7]=1.C(=O)([O-])[O-].[K+].[K+].[CH3:26][O:27][C:28]1[CH:29]=[C:30](B(O)O)[CH:31]=[CH:32][C:33]=1[O:34][CH3:35]. (6) Given the product [NH2:9][C:3]1[N:4]=[CH:5][N:6]=[C:7]([NH:26][CH2:27][C@@H:28]2[CH2:33][CH2:32][N:31]([C:34](=[O:36])[CH2:49][CH2:48][N:42]3[CH2:47][CH2:46][CH2:45][CH2:44][CH2:43]3)[CH2:30][C@H:29]2[OH:41])[C:2]=1[C:20]1[CH:21]=[CH:22][C:17]([O:10][C:11]2[CH:16]=[CH:15][CH:14]=[CH:13][CH:12]=2)=[CH:18][CH:19]=1, predict the reactants needed to synthesize it. The reactants are: Cl[C:2]1[C:3]([NH2:9])=[N:4][CH:5]=[N:6][C:7]=1Cl.[O:10]([C:17]1[CH:22]=[CH:21][C:20](B(O)O)=[CH:19][CH:18]=1)[C:11]1[CH:16]=[CH:15][CH:14]=[CH:13][CH:12]=1.[NH2:26][CH2:27][C@@H:28]1[CH2:33][CH2:32][N:31]([C:34]([O:36]C(C)(C)C)=O)[CH2:30][C@H:29]1[OH:41].[N:42]1([CH2:48][CH2:49]C(O)=O)[CH2:47][CH2:46][CH2:45][CH2:44][CH2:43]1. (7) Given the product [CH3:1][O:2][C:3]1[CH:27]=[CH:26][C:6]([CH2:7][N:8]2[CH:12]=[C:11]([C:13]3[N:14]=[C:15]([NH:18][C:19]4[CH:24]=[CH:23][CH:22]=[CH:21][N:20]=4)[S:16][CH:17]=3)[C:10]([C:28]#[N:29])=[N:9]2)=[CH:5][CH:4]=1, predict the reactants needed to synthesize it. The reactants are: [CH3:1][O:2][C:3]1[CH:27]=[CH:26][C:6]([CH2:7][N:8]2[CH:12]=[C:11]([C:13]3[N:14]=[C:15]([NH:18][C:19]4[CH:24]=[CH:23][CH:22]=[CH:21][N:20]=4)[S:16][CH:17]=3)[C:10](Cl)=[N:9]2)=[CH:5][CH:4]=1.[C-:28]#[N:29].[K+]. (8) The reactants are: [OH:1][C:2]1[CH:10]=[CH:9][C:5]([C:6]([NH2:8])=[O:7])=[CH:4][C:3]=1[CH2:11][CH2:12][CH3:13].Br[CH2:15][C:16](=O)[CH2:17][CH3:18].C1(C)C=CC=CC=1. Given the product [CH2:17]([C:16]1[N:8]=[C:6]([C:5]2[CH:9]=[CH:10][C:2]([OH:1])=[C:3]([CH2:11][CH2:12][CH3:13])[CH:4]=2)[O:7][CH:15]=1)[CH3:18], predict the reactants needed to synthesize it. (9) Given the product [ClH:28].[CH3:1][O:2][C:3]1[CH:4]=[CH:5][C:6]([N:9]2[C:13]3[N:14]=[C:15]([NH:18][CH:19]4[CH2:24][CH2:23][CH2:22][NH:21][CH2:20]4)[N:16]=[CH:17][C:12]=3[N:11]=[N:10]2)=[CH:7][CH:8]=1, predict the reactants needed to synthesize it. The reactants are: [CH3:1][O:2][C:3]1[CH:8]=[CH:7][C:6]([N:9]2[C:13]3[N:14]=[C:15]([NH:18][CH:19]4[CH2:24][CH2:23][CH2:22][N:21](C(=O)C)[CH2:20]4)[N:16]=[CH:17][C:12]=3[N:11]=[N:10]2)=[CH:5][CH:4]=1.[ClH:28].